Dataset: Reaction yield outcomes from USPTO patents with 853,638 reactions. Task: Predict the reaction yield, written as a fraction of the theoretical maximum amount of product (1.0 means a 100% yield; for example, 0.34 means a 34% yield). (1) The yield is 0.936. The product is [NH2:8][CH:9]([CH2:20][O:21][CH:22]([F:23])[F:24])[C:10]([NH:12][CH2:13][C:14]1[CH:19]=[CH:18][CH:17]=[CH:16][CH:15]=1)=[O:11]. The reactants are C([N:8](CC1C=CC=CC=1)[CH:9]([CH2:20][O:21][CH:22]([F:24])[F:23])[C:10]([NH:12][CH2:13][C:14]1[CH:19]=[CH:18][CH:17]=[CH:16][CH:15]=1)=[O:11])C1C=CC=CC=1. The catalyst is C(O)C.[OH-].[OH-].[Pd+2]. (2) The product is [ClH:38].[CH:14]1([C:12](=[O:13])[CH:11]([N:8]2[CH2:9][CH2:10][CH:5]([SH:4])/[C:6](=[CH:24]/[C:25]3[N:26]=[N:27][N:28]([CH2:30][CH2:31][CH2:32][C:33]([O:35][CH2:36][CH3:37])=[O:34])[N:29]=3)/[CH2:7]2)[C:17]2[CH:22]=[CH:21][CH:20]=[CH:19][C:18]=2[F:23])[CH2:15][CH2:16]1. The yield is 0.910. The catalyst is C(O)C. The reactants are C([S:4][CH:5]1[CH2:10][CH2:9][N:8]([CH:11]([C:17]2[CH:22]=[CH:21][CH:20]=[CH:19][C:18]=2[F:23])[C:12]([CH:14]2[CH2:16][CH2:15]2)=[O:13])[CH2:7]/[C:6]/1=[CH:24]\[C:25]1[N:26]=[N:27][N:28]([CH2:30][CH2:31][CH2:32][C:33]([O:35][CH2:36][CH3:37])=[O:34])[N:29]=1)(=O)C.[ClH:38]. (3) The reactants are [BH4-].[Na+].[O:3]=[C:4]1[C:9]([CH2:10][C:11]2[CH:16]=[CH:15][C:14]([C:17]3[C:18]([C:23]#[N:24])=[CH:19][CH:20]=[CH:21][CH:22]=3)=[CH:13][CH:12]=2)=[C:8]([CH2:25][CH2:26][CH3:27])[N:7]2[N:28]=[CH:29][N:30]=[C:6]2[N:5]1[CH:31]1[CH2:36][CH2:35][C:34](=[O:37])[CH2:33][CH2:32]1.O1CCCC1.[Cl-].[NH4+]. The catalyst is CO. The product is [OH:37][C@@H:34]1[CH2:35][CH2:36][C@H:31]([N:5]2[C:4](=[O:3])[C:9]([CH2:10][C:11]3[CH:16]=[CH:15][C:14]([C:17]4[C:18]([C:23]#[N:24])=[CH:19][CH:20]=[CH:21][CH:22]=4)=[CH:13][CH:12]=3)=[C:8]([CH2:25][CH2:26][CH3:27])[N:7]3[N:28]=[CH:29][N:30]=[C:6]23)[CH2:32][CH2:33]1. The yield is 0.130. (4) The reactants are C[O:2][C:3]1[C:8]2[NH:9][C:10]([C:12]3[S:13][CH:14]=[CH:15][CH:16]=3)=[N:11][C:7]=2[C:6]([C:17]([NH:19][CH2:20][CH2:21][N:22]2[CH2:27][CH2:26][N:25](C(OC(C)(C)C)=O)[CH2:24][CH2:23]2)=[O:18])=[CH:5][CH:4]=1.B(Br)(Br)Br. No catalyst specified. The product is [OH:2][C:3]1[C:8]2[NH:9][C:10]([C:12]3[S:13][CH:14]=[CH:15][CH:16]=3)=[N:11][C:7]=2[C:6]([C:17]([NH:19][CH2:20][CH2:21][N:22]2[CH2:23][CH2:24][NH:25][CH2:26][CH2:27]2)=[O:18])=[CH:5][CH:4]=1. The yield is 0.320. (5) The yield is 0.900. The catalyst is C(#N)C. The reactants are [CH2:1]([O:8][C@@H:9]1[C:13]([CH2:20][O:21][S:22]([CH3:25])(=[O:24])=[O:23])([CH2:14][O:15][S:16]([CH3:19])(=[O:18])=[O:17])[O:12][C@@H:11]([N:26]2[CH:34]=[N:33][C:32]3[C:27]2=[N:28][CH:29]=[N:30][C:31]=3[NH:35][C:36](=[O:43])[C:37]2[CH:42]=[CH:41][CH:40]=[CH:39][CH:38]=2)[C@@H:10]1OS(C(F)(F)F)(=O)=O)[C:2]1[CH:7]=[CH:6][CH:5]=[CH:4][CH:3]=1.[I-:52].[Li+]. The product is [CH2:1]([O:8][C@@H:9]1[C:13]([CH2:20][O:21][S:22]([CH3:25])(=[O:24])=[O:23])([CH2:14][O:15][S:16]([CH3:19])(=[O:18])=[O:17])[O:12][C@@H:11]([N:26]2[CH:34]=[N:33][C:32]3[C:27]2=[N:28][CH:29]=[N:30][C:31]=3[NH:35][C:36](=[O:43])[C:37]2[CH:42]=[CH:41][CH:40]=[CH:39][CH:38]=2)[C@H:10]1[I:52])[C:2]1[CH:7]=[CH:6][CH:5]=[CH:4][CH:3]=1. (6) The reactants are [OH:1][C:2]1[CH:7]=[CH:6][C:5]([NH:8][C:9](=[O:16])[C:10]2[CH:15]=[CH:14][CH:13]=[CH:12][CH:11]=2)=[C:4]([C:17]([C:19]2[CH:24]=[CH:23][CH:22]=[CH:21][CH:20]=2)=[O:18])[CH:3]=1.C(=O)([O-])[O-].[K+].[K+].[CH2:31](Br)[C:32]1[CH:37]=[CH:36][CH:35]=[CH:34][CH:33]=1.O. The catalyst is CN(C)C=O. The product is [C:10]1([C:9]([NH:8][C:5]2[CH:6]=[CH:7][C:2]([O:1][CH2:31][C:32]3[CH:37]=[CH:36][CH:35]=[CH:34][CH:33]=3)=[CH:3][C:4]=2[C:17]([C:19]2[CH:20]=[CH:21][CH:22]=[CH:23][CH:24]=2)=[O:18])=[O:16])[CH:15]=[CH:14][CH:13]=[CH:12][CH:11]=1. The yield is 0.630. (7) The reactants are [N+:1]([C:4]1[CH:9]=[CH:8][C:7]([C:10]2[CH:15]=[CH:14][C:13]([S:16](Cl)(=[O:18])=[O:17])=[CH:12][CH:11]=2)=[CH:6][CH:5]=1)([O-:3])=[O:2].[NH2:20][C:21]1[S:22][CH:23]=[CH:24][N:25]=1. The yield is 0.530. The product is [S:22]1[CH:23]=[CH:24][N:25]=[C:21]1[NH:20][S:16]([C:13]1[CH:14]=[CH:15][C:10]([C:7]2[CH:8]=[CH:9][C:4]([N+:1]([O-:3])=[O:2])=[CH:5][CH:6]=2)=[CH:11][CH:12]=1)(=[O:18])=[O:17]. The catalyst is N1C=CC=CC=1.